Dataset: Reaction yield outcomes from USPTO patents with 853,638 reactions. Task: Predict the reaction yield, written as a fraction of the theoretical maximum amount of product (1.0 means a 100% yield; for example, 0.34 means a 34% yield). (1) The reactants are [NH2:1][C:2]1[CH:10]=[C:9]([Cl:11])[CH:8]=[CH:7][C:3]=1[C:4]([OH:6])=[O:5].FC1C=CC=CC=1C(Cl)=O.[CH3:22][O:23][C:24]1[CH:32]=[CH:31][CH:30]=[CH:29][C:25]=1[C:26](Cl)=O. The catalyst is C(Cl)(Cl)Cl.CCCCCC. The product is [Cl:11][C:9]1[CH:8]=[CH:7][C:3]2[C:4](=[O:6])[O:5][C:26]([C:25]3[CH:29]=[CH:30][CH:31]=[CH:32][C:24]=3[O:23][CH3:22])=[N:1][C:2]=2[CH:10]=1. The yield is 0.580. (2) The reactants are [CH3:1][S:2]([C:5]1[CH:36]=[CH:35][C:8]([CH2:9][NH:10][C:11]([C:13]2[C:14](=[O:34])[N:15]([C:24]3[CH:29]=[CH:28][CH:27]=[C:26]([C:30]([F:33])([F:32])[F:31])[CH:25]=3)[C:16]([CH3:23])=[C:17]([C:19]([NH:21][NH2:22])=[O:20])[CH:18]=2)=[O:12])=[CH:7][CH:6]=1)(=[O:4])=[O:3].[C:37](O[C:37](=[O:41])[CH:38]([CH3:40])[CH3:39])(=[O:41])[CH:38]([CH3:40])[CH3:39]. The catalyst is C1COCC1. The product is [CH3:1][S:2]([C:5]1[CH:36]=[CH:35][C:8]([CH2:9][NH:10][C:11]([C:13]2[C:14](=[O:34])[N:15]([C:24]3[CH:29]=[CH:28][CH:27]=[C:26]([C:30]([F:31])([F:33])[F:32])[CH:25]=3)[C:16]([CH3:23])=[C:17]([C:19]([N:21]([C:37](=[O:41])[CH:38]([CH3:40])[CH3:39])[NH2:22])=[O:20])[CH:18]=2)=[O:12])=[CH:7][CH:6]=1)(=[O:3])=[O:4]. The yield is 0.850. (3) The reactants are [F:1][C:2]([F:21])([F:20])[C:3]1[CH:8]=[CH:7][C:6]([C:9]2[CH:10]=[C:11]3[C:16](=[CH:17][CH:18]=2)[NH:15][C:14](=[O:19])[CH2:13][NH:12]3)=[CH:5][CH:4]=1.C(=O)([O-])[O-].[Na+].[Na+].Br[CH2:29][C:30]([NH2:32])=[O:31].C(OCC)(=O)C. The catalyst is CN(C=O)C.O. The product is [O:19]=[C:14]1[NH:15][C:16]2[C:11](=[CH:10][C:9]([C:6]3[CH:5]=[CH:4][C:3]([C:2]([F:1])([F:20])[F:21])=[CH:8][CH:7]=3)=[CH:18][CH:17]=2)[N:12]([CH2:29][C:30]([NH2:32])=[O:31])[CH2:13]1. The yield is 0.0300.